This data is from Catalyst prediction with 721,799 reactions and 888 catalyst types from USPTO. The task is: Predict which catalyst facilitates the given reaction. (1) Reactant: Cl[C:2]1[C:7]([C:8]([NH2:10])=[O:9])=[CH:6][C:5](Cl)=[CH:4][N:3]=1.[F:12][C:13]1[CH:26]=[C:25]([F:27])[CH:24]=[CH:23][C:14]=1[O:15][C:16]1[CH:21]=[CH:20][C:19]([OH:22])=[CH:18][CH:17]=1.CC1(C)OB([C:34]2[CH2:39][N:38]([C:40](OC(C)(C)C)=O)[CH2:37][CH2:36][CH:35]=2)OC1(C)C.Cl.[N:51]#CBr. Product: [C:40]([N:38]1[CH2:37][CH2:36][CH2:35][C@@H:34]([C:5]2[CH:6]=[C:7]([C:8]([NH2:10])=[O:9])[C:2]([O:22][C:19]3[CH:18]=[CH:17][C:16]([O:15][C:14]4[CH:23]=[CH:24][C:25]([F:27])=[CH:26][C:13]=4[F:12])=[CH:21][CH:20]=3)=[N:3][CH:4]=2)[CH2:39]1)#[N:51]. The catalyst class is: 19. (2) Reactant: [O:1]=[C:2]1[C:7]([CH2:8][C:9]2[CH:14]=[CH:13][C:12]([C:15]3[C:16]([C:21]#[N:22])=[CH:17][CH:18]=[CH:19][CH:20]=3)=[CH:11][CH:10]=2)=[C:6]([CH2:23][CH2:24][CH3:25])[N:5]2[N:26]=[CH:27][N:28]=[C:4]2[NH:3]1.[C:29]([C:32]1[CH:37]=[CH:36][C:35](B(O)O)=[CH:34][CH:33]=1)(=[O:31])[CH3:30].[CH2:41](N(CC)CC)C.N1C=CC=CC=1. Product: [OH:31][C:29]([C:32]1[CH:37]=[CH:36][C:35]([N:3]2[C:2](=[O:1])[C:7]([CH2:8][C:9]3[CH:10]=[CH:11][C:12]([C:15]4[C:16]([C:21]#[N:22])=[CH:17][CH:18]=[CH:19][CH:20]=4)=[CH:13][CH:14]=3)=[C:6]([CH2:23][CH2:24][CH3:25])[N:5]3[N:26]=[CH:27][N:28]=[C:4]23)=[CH:34][CH:33]=1)([CH3:41])[CH3:30]. The catalyst class is: 560.